Dataset: Forward reaction prediction with 1.9M reactions from USPTO patents (1976-2016). Task: Predict the product of the given reaction. (1) Given the reactants [NH:1]1[CH2:6][CH2:5][CH:4]([C:7]2[C:16]3[C:11](=[CH:12][CH:13]=[CH:14][CH:15]=3)[N:10]=[CH:9][CH:8]=2)[CH2:3][CH2:2]1.[N+](C1C=CC([O:26][C:27](=O)[NH:28][C:29]2[CH:34]=[CH:33][C:32]([CH:35]([CH3:37])[CH3:36])=[CH:31][CH:30]=2)=CC=1)([O-])=O.CCN(C(C)C)C(C)C.C([O-])([O-])=O.[K+].[K+], predict the reaction product. The product is: [CH:35]([C:32]1[CH:33]=[CH:34][C:29]([NH:28][C:27]([N:1]2[CH2:2][CH2:3][CH:4]([C:7]3[C:16]4[C:11](=[CH:12][CH:13]=[CH:14][CH:15]=4)[N:10]=[CH:9][CH:8]=3)[CH2:5][CH2:6]2)=[O:26])=[CH:30][CH:31]=1)([CH3:37])[CH3:36]. (2) Given the reactants [F:1][C:2]([F:29])([F:28])[C@H:3]1[CH2:8][CH2:7][C@H:6]([NH:9][C:10](=[O:27])[C:11]2[CH:16]=[C:15]([N+:17]([O-])=O)[C:14]([NH:20][CH3:21])=[CH:13][C:12]=2[N:22]([CH3:26])[CH2:23][C:24]#[CH:25])[CH2:5][CH2:4]1.[O-]S(S([O-])=O)=O.[Na+].[Na+].O.CCO, predict the reaction product. The product is: [F:1][C:2]([F:28])([F:29])[C@H:3]1[CH2:8][CH2:7][C@H:6]([NH:9][C:10](=[O:27])[C:11]2[CH:16]=[C:15]([NH2:17])[C:14]([NH:20][CH3:21])=[CH:13][C:12]=2[N:22]([CH3:26])[CH2:23][C:24]#[CH:25])[CH2:5][CH2:4]1. (3) The product is: [Cl:19][C:14]1[CH:15]=[C:10]([C:7]2[CH:8]=[CH:9][C:4]([CH:1]([CH3:3])[CH3:2])=[CH:5][CH:6]=2)[CH:11]=[CH:12][N:13]=1. Given the reactants [CH:1]([C:4]1[CH:9]=[CH:8][C:7]([C:10]2[CH:15]=[CH:14][N+:13]([O-])=[CH:12][CH:11]=2)=[CH:6][CH:5]=1)([CH3:3])[CH3:2].P(Cl)(Cl)([Cl:19])=O, predict the reaction product. (4) The product is: [CH2:12]([C:7]1[N:6]=[CH:5][C:4]([C:3]([OH:2])=[O:11])=[CH:9][CH:8]=1)[CH3:13]. Given the reactants C[O:2][C:3](=[O:11])[C:4]1[CH:9]=[CH:8][C:7](Cl)=[N:6][CH:5]=1.[CH2:12]1COC[CH2:13]1.C([Mg]Br)C, predict the reaction product. (5) Given the reactants [C:1]1([CH:7]=[CH:8][C:9]2[CH:28]=[CH:27][C:12]([CH2:13][NH:14][C:15]([C:17]3[CH:18]=[C:19]4[C:24](=[CH:25][CH:26]=3)[N:23]=[CH:22][CH:21]=[CH:20]4)=[O:16])=[CH:11][CH:10]=2)[CH:6]=[CH:5][CH:4]=[CH:3][CH:2]=1.N1C2C(=CC=CC=2)C=CC=1, predict the reaction product. The product is: [CH:8](/[C:9]1[CH:28]=[CH:27][C:12]([CH2:13][NH:14][C:15]([C:17]2[CH:18]=[C:19]3[C:24](=[CH:25][CH:26]=2)[N:23]=[CH:22][CH:21]=[CH:20]3)=[O:16])=[CH:11][CH:10]=1)=[CH:7]/[C:1]1[CH:2]=[CH:3][CH:4]=[CH:5][CH:6]=1.